Dataset: Reaction yield outcomes from USPTO patents with 853,638 reactions. Task: Predict the reaction yield, written as a fraction of the theoretical maximum amount of product (1.0 means a 100% yield; for example, 0.34 means a 34% yield). The reactants are Cl.[CH:2]([N:5]1[C:9]([S:10]([CH3:13])(=[O:12])=[O:11])=[N:8][N:7]=[C:6]1[C:14]1[CH:19]=[C:18]([CH:20]([CH3:22])[CH3:21])[C:17]([O:23]COC)=[CH:16][C:15]=1[O:27]COC)([CH3:4])[CH3:3].C(=O)([O-])O.[Na+]. The catalyst is CO. The product is [CH:20]([C:18]1[CH:19]=[C:14]([C:6]2[N:5]([CH:2]([CH3:4])[CH3:3])[C:9]([S:10]([CH3:13])(=[O:12])=[O:11])=[N:8][N:7]=2)[C:15]([OH:27])=[CH:16][C:17]=1[OH:23])([CH3:21])[CH3:22]. The yield is 0.750.